Dataset: Forward reaction prediction with 1.9M reactions from USPTO patents (1976-2016). Task: Predict the product of the given reaction. (1) Given the reactants [N+:1]([C:4]1[CH:16]=[CH:15][CH:14]=[CH:13][C:5]=1[CH2:6][NH:7][C:8]([CH3:12])([CH3:11])[CH2:9][OH:10])([O-:3])=[O:2].C(N(CC)CC)C.Cl[C:25](Cl)([O:27]C(=O)OC(Cl)(Cl)Cl)Cl, predict the reaction product. The product is: [CH3:11][C:8]1([CH3:12])[CH2:9][O:10][C:25](=[O:27])[N:7]1[CH2:6][C:5]1[CH:13]=[CH:14][CH:15]=[CH:16][C:4]=1[N+:1]([O-:3])=[O:2]. (2) Given the reactants [CH2:1]([O:8][C:9]([N:11]1[CH2:25][CH2:24][C:15]2=[C:16](O)[N:17]3[C:21]([N:22]=[C:14]2[CH2:13][CH2:12]1)=[CH:20][CH:19]=[N:18]3)=[O:10])[C:2]1[CH:7]=[CH:6][CH:5]=[CH:4][CH:3]=1.P(Cl)(Cl)([Cl:28])=O.CCN(C(C)C)C(C)C, predict the reaction product. The product is: [CH2:1]([O:8][C:9]([N:11]1[CH2:25][CH2:24][C:15]2=[C:16]([Cl:28])[N:17]3[C:21]([N:22]=[C:14]2[CH2:13][CH2:12]1)=[CH:20][CH:19]=[N:18]3)=[O:10])[C:2]1[CH:7]=[CH:6][CH:5]=[CH:4][CH:3]=1. (3) Given the reactants Cl.[Br:2][C:3]1[CH:19]=[CH:18][C:6]([CH2:7][N:8]([C:10]2[CH:15]=[CH:14][C:13]([O:16][CH3:17])=[CH:12][CH:11]=2)N)=[CH:5][CH:4]=1.[C:20]([S:24][CH2:25][C:26](=O)[CH2:27][C:28]([CH3:35])([CH3:34])[C:29]([O:31][CH2:32][CH3:33])=[O:30])([CH3:23])([CH3:22])[CH3:21].C([O-])(=O)C.[Na+].C(O)(=O)C, predict the reaction product. The product is: [CH2:32]([O:31][C:29](=[O:30])[C:28]([CH3:35])([CH3:34])[CH2:27][C:26]1[N:8]([CH2:7][C:6]2[CH:18]=[CH:19][C:3]([Br:2])=[CH:4][CH:5]=2)[C:10]2[C:15]([C:25]=1[S:24][C:20]([CH3:23])([CH3:22])[CH3:21])=[CH:14][C:13]([O:16][CH3:17])=[CH:12][CH:11]=2)[CH3:33].